From a dataset of Full USPTO retrosynthesis dataset with 1.9M reactions from patents (1976-2016). Predict the reactants needed to synthesize the given product. (1) Given the product [CH:29]([N:25]1[CH2:24][CH:23]=[C:22]([C:20]2[CH:19]=[CH:18][N:17]3[C:13]([C:11]4[CH:10]=[CH:9][N:8]=[C:7]([C:1]5[CH:6]=[CH:5][CH:4]=[CH:3][CH:2]=5)[CH:12]=4)=[CH:14][N:15]=[C:16]3[CH:21]=2)[CH2:27][CH2:26]1)([CH3:31])[CH3:28], predict the reactants needed to synthesize it. The reactants are: [C:1]1([C:7]2[CH:12]=[C:11]([C:13]3[N:17]4[CH:18]=[CH:19][C:20]([C:22]5[CH2:23][CH2:24][NH:25][CH2:26][CH:27]=5)=[CH:21][C:16]4=[N:15][CH:14]=3)[CH:10]=[CH:9][N:8]=2)[CH:6]=[CH:5][CH:4]=[CH:3][CH:2]=1.[CH3:28][C:29]([CH3:31])=O.C(O)(=O)C.C(O[BH-](OC(=O)C)OC(=O)C)(=O)C.[Na+]. (2) Given the product [OH:78][CH2:77][C:76]1[CH:75]=[C:81]([C:13]2[C:14]([N:1]3[CH2:5][CH2:4][CH2:3][CH2:2]3)=[N:15][CH:16]=[C:17]([CH:32]=2)[C:18]([NH:20][C:21]2[CH:26]=[CH:25][C:24]([O:27][C:28]([F:31])([F:30])[F:29])=[CH:23][CH:22]=2)=[O:19])[NH:68][N:67]=1, predict the reactants needed to synthesize it. The reactants are: [NH:1]1[CH2:5][CH2:4][CH2:3][CH2:2]1.C([O-])([O-])=O.[K+].[K+].Br[C:13]1[C:14](Cl)=[N:15][CH:16]=[C:17]([CH:32]=1)[C:18]([NH:20][C:21]1[CH:26]=[CH:25][C:24]([O:27][C:28]([F:31])([F:30])[F:29])=[CH:23][CH:22]=1)=[O:19].C([Sn](CCCC)(CCCC)C(OCC)=C)CCC.C(OCC)(=O)C(OCC)=O.C(O)(=O)C.O.[NH2:67][NH2:68].[H-].[H-].[H-].[H-].[Li+].[Al+3].[C@H:75](O)([C:81]([O-])=O)[C@@H:76](O)[C:77]([O-])=[O:78].[Na+].[K+]. (3) The reactants are: [F:1][C:2]([F:18])([F:17])[C:3]1[CH:8]=[CH:7][C:6]([C:9]2[CH:14]=[CH:13][C:12]([CH:15]=[CH2:16])=[CH:11][CH:10]=2)=[CH:5][CH:4]=1.[CH3:19][O:20][C:21](=[O:32])[CH2:22][O:23][C:24]1[CH:29]=[CH:28][C:27](Br)=[CH:26][C:25]=1[CH3:31].C([O-])(=O)C.[Na+].CN(C)CC(O)=O. Given the product [CH3:19][O:20][C:21](=[O:32])[CH2:22][O:23][C:24]1[CH:29]=[CH:28][C:27]([CH:16]=[CH:15][C:12]2[CH:13]=[CH:14][C:9]([C:6]3[CH:5]=[CH:4][C:3]([C:2]([F:17])([F:18])[F:1])=[CH:8][CH:7]=3)=[CH:10][CH:11]=2)=[CH:26][C:25]=1[CH3:31], predict the reactants needed to synthesize it. (4) Given the product [CH2:19]([NH:11][C:9]1[CH:8]=[CH:7][C:5]2[O:6][C:2]([F:1])([F:12])[O:3][C:4]=2[CH:10]=1)[CH3:20], predict the reactants needed to synthesize it. The reactants are: [F:1][C:2]1([F:12])[O:6][C:5]2[CH:7]=[CH:8][C:9]([NH2:11])=[CH:10][C:4]=2[O:3]1.C([O-])([O-])=O.[K+].[K+].[CH2:19](I)[CH3:20]. (5) Given the product [CH:1]1([CH2:6][C:7]2[N:23]([CH2:24][CH:25]3[CH2:27][CH2:26]3)[C:12]3[CH:13]=[CH:14][C:15]([S:17]([CH:20]([CH3:22])[CH3:21])(=[O:19])=[O:18])=[CH:16][C:11]=3[N:10]=2)[CH2:5][CH2:4][CH2:3][CH2:2]1, predict the reactants needed to synthesize it. The reactants are: [CH:1]1([CH2:6][C:7](Cl)=O)[CH2:5][CH2:4][CH2:3][CH2:2]1.[NH2:10][C:11]1[CH:16]=[C:15]([S:17]([CH:20]([CH3:22])[CH3:21])(=[O:19])=[O:18])[CH:14]=[CH:13][C:12]=1[NH:23][CH2:24][CH:25]1[CH2:27][CH2:26]1. (6) Given the product [N:1]1[CH:6]=[CH:5][CH:4]=[CH:3][C:2]=1[C:7]1[N:15]2[C:10]([CH:11]=[CH:12][CH:13]=[CH:14]2)=[CH:9][C:8]=1[CH:16]([NH:18][C:20]1[C:21]([C:27]([F:30])([F:28])[F:29])=[C:22]([NH2:26])[N:23]=[CH:24][N:25]=1)[CH3:17], predict the reactants needed to synthesize it. The reactants are: [N:1]1[CH:6]=[CH:5][CH:4]=[CH:3][C:2]=1[C:7]1[N:15]2[C:10]([CH:11]=[CH:12][CH:13]=[CH:14]2)=[CH:9][C:8]=1[CH:16]([NH2:18])[CH3:17].Cl[C:20]1[N:25]=[CH:24][N:23]=[C:22]([NH2:26])[C:21]=1[C:27]([F:30])([F:29])[F:28].